This data is from Full USPTO retrosynthesis dataset with 1.9M reactions from patents (1976-2016). The task is: Predict the reactants needed to synthesize the given product. (1) Given the product [N+:26]([C:23]1[CH:22]=[N:21][C:20]([N:1]2[CH2:2][CH2:3][CH:4]([CH2:7][O:8][C:9]3[CH:10]=[C:11]([CH:16]=[CH:17][CH:18]=3)[C:12]([O:14][CH3:15])=[O:13])[CH2:5][CH2:6]2)=[N:25][CH:24]=1)([O-:28])=[O:27], predict the reactants needed to synthesize it. The reactants are: [NH:1]1[CH2:6][CH2:5][CH:4]([CH2:7][O:8][C:9]2[CH:10]=[C:11]([CH:16]=[CH:17][CH:18]=2)[C:12]([O:14][CH3:15])=[O:13])[CH2:3][CH2:2]1.Cl[C:20]1[N:25]=[CH:24][C:23]([N+:26]([O-:28])=[O:27])=[CH:22][N:21]=1.C(N(CC)C(C)C)(C)C.CCOC(C)=O. (2) Given the product [NH2:8][C:9]1[CH:18]=[CH:17][CH:16]=[C:33]2[C:10]=1[C:11](=[O:12])[O:35][C:34]2([CH3:28])[CH3:36], predict the reactants needed to synthesize it. The reactants are: C([N:8](CC1C=CC=CC=1)[C:9]1[CH:18]=[CH:17][CH:16]=C[C:10]=1[C:11](OC)=[O:12])C1C=CC=CC=1.[Cl-].[Li+].[CH:28]([Mg]Cl)(C)C.[CH3:33][C:34]([CH3:36])=[O:35].C(=O)([O-])O.[Na+]. (3) Given the product [F:35][C:33]1[CH:30]=[C:29]2[C:23](=[CH:21][CH:20]=1)[NH:25][C:27]([C:26]([NH:25][C@@H:23]([C:21]1[CH:52]=[C:51]([CH:56]=[CH:55][CH:20]=1)[O:50][C:47]1[CH:48]=[CH:49][C:44]([CH2:43][CH2:42][C:41]([OH:61])=[O:40])=[C:45]([CH3:60])[CH:46]=1)[CH3:24])=[O:38])=[C:28]2[CH3:37], predict the reactants needed to synthesize it. The reactants are: FC1C=C([CH:20]=[C:21]([CH:23]([NH:25][C:26](=[O:38])[C:27]2C=C[C:30]([C:33](F)([F:35])F)=[CH:29][C:28]=2[CH3:37])[CH3:24])C=1)OC1C=CC(OC(C)(C)C(O)=O)=C(C)C=1.C[O:40][C:41](=[O:61])[CH2:42][CH2:43][C:44]1[CH:49]=[CH:48][C:47]([O:50][C:51]2[CH:56]=[CH:55]C=C([C@H](N)C)[CH:52]=2)=[CH:46][C:45]=1[CH3:60]. (4) Given the product [CH2:1]([C:8]1[C:9]([NH:22][C:32](=[O:33])[CH:31]([C:28]2[CH:29]=[CH:30][C:25]([O:24][CH3:23])=[CH:26][CH:27]=2)[CH3:35])=[N:10][CH:11]=[C:12]([C:14]2[CH:19]=[CH:18][C:17]([O:20][CH3:21])=[CH:16][CH:15]=2)[N:13]=1)[C:2]1[CH:7]=[CH:6][CH:5]=[CH:4][CH:3]=1, predict the reactants needed to synthesize it. The reactants are: [CH2:1]([C:8]1[C:9]([NH2:22])=[N:10][CH:11]=[C:12]([C:14]2[CH:19]=[CH:18][C:17]([O:20][CH3:21])=[CH:16][CH:15]=2)[N:13]=1)[C:2]1[CH:7]=[CH:6][CH:5]=[CH:4][CH:3]=1.[CH3:23][O:24][C:25]1[CH:30]=[CH:29][C:28]([CH:31]([CH3:35])[C:32](Cl)=[O:33])=[CH:27][CH:26]=1.O. (5) Given the product [NH2:7][C:8]1[NH:13][C:12]2=[N:14][CH:15]=[CH:16][C:11]2=[CH:10][N:9]=1, predict the reactants needed to synthesize it. The reactants are: C([NH:7][C:8]1[NH:13][C:12]2=[N:14][CH:15]=[CH:16][C:11]2=[CH:10][N:9]=1)(=O)C(C)(C)C.C(Cl)Cl. (6) Given the product [Cl:1][C:2]1[CH:3]=[CH:4][C:5]([C:8]([CH3:14])([CH3:13])[C:9]([NH:11][NH:12][C:18](=[O:20])[CH2:17][C:16](=[O:19])[CH3:15])=[O:10])=[CH:6][CH:7]=1, predict the reactants needed to synthesize it. The reactants are: [Cl:1][C:2]1[CH:7]=[CH:6][C:5]([C:8]([CH3:14])([CH3:13])[C:9]([NH:11][NH2:12])=[O:10])=[CH:4][CH:3]=1.[CH2:15]=[C:16]1[O:19][C:18](=[O:20])[CH2:17]1. (7) Given the product [Br:1][C:2]1[CH:3]=[CH:4][C:5]([Cl:9])=[C:6]([O:8][CH2:17][CH2:18][O:19][CH3:20])[CH:7]=1, predict the reactants needed to synthesize it. The reactants are: [Br:1][C:2]1[CH:3]=[CH:4][C:5]([Cl:9])=[C:6]([OH:8])[CH:7]=1.C([O-])([O-])=O.[K+].[K+].Br[CH2:17][CH2:18][O:19][CH3:20]. (8) Given the product [NH2:1][C:2]1[CH:10]=[C:9]([Cl:11])[CH:8]=[C:7]([F:12])[C:3]=1[C:4]([NH2:15])=[O:5], predict the reactants needed to synthesize it. The reactants are: [NH2:1][C:2]1[CH:10]=[C:9]([Cl:11])[CH:8]=[C:7]([F:12])[C:3]=1[C:4](O)=[O:5].CC[N:15]=C=NCCCN(C)C.Cl.C1C=CC2N(O)N=NC=2C=1.N.